This data is from Drug-target binding data from BindingDB using IC50 measurements. The task is: Regression. Given a target protein amino acid sequence and a drug SMILES string, predict the binding affinity score between them. We predict pIC50 (pIC50 = -log10(IC50 in M); higher means more potent). Dataset: bindingdb_ic50. (1) The compound is NNc1nccc(C(=O)O)n1. The target protein (Q15652) has sequence MAVETRAELVGKRFLCVAVGDEARSERWESGRGWRSWRAGVIRAVSHRDSRNPDLAVYVEFDDLEWDKREWVKVYEDFSTFLVEYHLIWAKRNDPSQTQGSKSKQIQWPALTFKPLVERNIPSSVTAVEFLVDKQLDFLTEDSAFQPYQDDIDSLNPVLRDNPQLHEEVKVWVKEQKVQEIFMQGPYSLNGYRVRVYRQDSATQWFTGIITHHDLFTRTMIVMNDQVLEPQNVDPSMVQMTFLDDVVHSLLKGENIGITSRRRSRANQNVNAVHSHYTRAQANSPRPAMNSQAAVPKQNTHQQQQQRSIRPNKRKGSDSSIPDEEKMKEEKYDYISRGENPKGKNKHLMNKRRKPEEDEKKLNMKRLRTDNVSDFSESSDSENSNKRIIDNSSEQKPENELKNKNTSKINGEEGKPHNNEKAGEETLKNSQPPWDQIQEDKKHEEAEKRKSVDTQLQEDMIIHSSEQSTVSDHNSNDLLPQECNMDKTHTMELLPKEKFV.... The pIC50 is 5.7. (2) The drug is NS(=O)(=O)c1ccc(NS(=O)(=O)c2ccc(NC(=O)c3ccc(-c4ccccc4)cc3)cc2)cc1. The target protein (P00735) has sequence MARVRGPRLPGCLALAALFSLVHSQHVFLAHQQASSLLQRARRANKGFLEEVRKGNLERECLEEPCSREEAFEALESLSATDAFWAKYTACESARNPREKLNECLEGNCAEGVGMNYRGNVSVTRSGIECQLWRSRYPHKPEINSTTHPGADLRENFCRNPDGSITGPWCYTTSPTLRREECSVPVCGQDRVTVEVIPRSGGSTTSQSPLLETCVPDRGREYRGRLAVTTSGSRCLAWSSEQAKALSKDQDFNPAVPLAENFCRNPDGDEEGAWCYVADQPGDFEYCDLNYCEEPVDGDLGDRLGEDPDPDAAIEGRTSEDHFQPFFNEKTFGAGEADCGLRPLFEKKQVQDQTEKELFESYIEGRIVEGQDAEVGLSPWQVMLFRKSPQELLCGASLISDRWVLTAAHCLLYPPWDKNFTVDDLLVRIGKHSRTRYERKVEKISMLDKIYIHPRYNWKENLDRDIALLKLKRPIELSDYIHPVCLPDKQTAAKLLHAGF.... The pIC50 is 4.5. (3) The drug is O=C1CCc2c(Oc3ccc4c(c3)CC(c3nc(-c5coc6ccccc56)c[nH]3)CO4)ccnc2N1. The target protein sequence is MEHIQGAWKTISNGFGFKDAVFDGSSCISPTIVQQFGYQRRASDDGKLTDPSKTSNTIRVFLPNKQRTVVNVRNGMSLHDCLMKALKVRGLQPECCAVFRLLHEHKGKKARLDWNTDAASLIGEELQVDFLDHVPLTTHNFARKTFLKLAFCDICQKFLLNGFRCQTCGYKFHEHCSTKVPTMCVDWSNIRQLLLFPNSTIGDSGVPALPSLTMRRMRESVSRMPVSSQHRYSTPHAFTFNTSSPSSEGSLSQRQRSTSTPNVHMVSTTLPVDSRMIEDAIRSHSESASPSALSSSPNNLSPTGWSQPKTPVPAQRERAPVSGTQEKNKIRPRGQRDSSDDWEIEASEVMLSTRIGSGSFGTVYKGKWHGDVAVKILKVVDPTPEQFQAFRNEVAVLRKTRHVNILLFMGYMTKDNLAIVTQWCEGSSLYKHLHVQETKFQMFQLIDIARQTAQGMDYLHAKNIIHRDMKSNNIFLHEGLTVKIGDFGLATVKSRWSGSQ.... The pIC50 is 8.4. (4) The drug is Cc1nccc2cc(NC(=O)NCC(=O)N3CCCC3)ccc12. The target protein (O60678) has sequence MCSLASGATGGRGAVENEEDLPELSDSGDEAAWEDEDDADLPHGKQQTPCLFCNRLFTSAEETFSHCKSEHQFNIDSMVHKHGLEFYGYIKLINFIRLKNPTVEYMNSIYNPVPWEKEEYLKPVLEDDLLLQFDVEDLYEPVSVPFSYPNGLSENTSVVEKLKHMEARALSAEAALARAREDLQKMKQFAQDFVMHTDVRTCSSSTSVIADLQEDEDGVYFSSYGHYGIHEEMLKDKIRTESYRDFIYQNPHIFKDKVVLDVGCGTGILSMFAAKAGAKKVLGVDQSEILYQAMDIIRLNKLEDTITLIKGKIEEVHLPVEKVDVIISEWMGYFLLFESMLDSVLYAKNKYLAKGGSVYPDICTISLVAVSDVNKHADRIAFWDDVYGFKMSCMKKAVIPEAVVEVLDPKTLISEPCGIKHIDCHTTSISDLEFSSDFTLKITRTSMCTAIAGYFDIYFEKNCHNRVVFSTGPQSTKTHWKQTVFLLEKPFSVKAGEALK.... The pIC50 is 6.7. (5) The compound is [C-]#[N+]c1ccc2c(c1)[C@@]1(N=C(C)C(N)=N1)[C@]1(C2)C[C@H](C)[C@@H](O)[C@H](C)C1. The target protein sequence is MAQALPWLLLWMGAGVLPAHGTQHGIRLPLRSGLGGAPLGLRLPRETDEEPEEPGRRGSFVEMVDNLRGKSGQGYYVEMTVGSPPQTLNILVDTGSSNFAVGAAPHPFLHRYYQRQLSSTYRDLRKGVYVPYTQGKWEGELGTDLVSIPHGPNVTVRANIAAITESDKFFINGSNWEGILGLAYAEIARPDDSLEPFFDSLVKQTHVPNLFSLQLCGAGFPLNQSEVLASVGGSMIIGGIDHSLYTGSLWYTPIRREWYYEVIIVRVEINGQDLKMDCKEYNYDKSIVDSGTTNLRLPKKVFEAAVKSIKAASSTEKFPDGFWLGEQLVCWQAGTTPWNIFPVISLYLMGEVTNQSFRITILPQQYLRPVEDVATSQDDCYKFAISQSSTGTVMGAVIMEGFYVVFDRARKRIGFAVSACHVHDEFRTAAVEGPFVTLDMEDCGYNIPQTDEST. The pIC50 is 7.4. (6) The small molecule is CCOC(=O)[C@H]1O[C@@H]1C(=O)N(CC(N)=O)NC(=O)[C@@H]1CCCN1C(C)=O. The target protein (P10605) has sequence MWWSLILLSCLLALTSAHDKPSFHPLSDDLINYINKQNTTWQAGRNFYNVDISYLKKLCGTVLGGPKLPGRVAFGEDIDLPETFDAREQWSNCPTIGQIRDQGSCGSCWAFGAVEAISDRTCIHTNGRVNVEVSAEDLLTCCGIQCGDGCNGGYPSGAWSFWTKKGLVSGGVYNSHVGCLPYTIPPCEHHVNGSRPPCTGEGDTPRCNKSCEAGYSPSYKEDKHFGYTSYSVSNSVKEIMAEIYKNGPVEGAFTVFSDFLTYKSGVYKHEAGDMMGGHAIRILGWGVENGVPYWLAANSWNLDWGDNGFFKILRGENHCGIESEIVAGIPRTDQYWGRF. The pIC50 is 3.4.